From a dataset of Catalyst prediction with 721,799 reactions and 888 catalyst types from USPTO. Predict which catalyst facilitates the given reaction. (1) Reactant: [NH:1]1[C:5]2=[N:6][CH:7]=[CH:8][C:9]([C:10]3[C:11]([C:15]4[CH:21]=[CH:20][C:18]([NH2:19])=[CH:17][CH:16]=4)=[N:12][NH:13][CH:14]=3)=[C:4]2[CH:3]=[CH:2]1.C(N(CC)CC)C.[C:29]1([N:35]=[C:36]=[O:37])[CH:34]=[CH:33][CH:32]=[CH:31][CH:30]=1. Product: [C:29]1([NH:35][C:36]([NH:19][C:18]2[CH:20]=[CH:21][C:15]([C:11]3[C:10]([C:9]4[CH:8]=[CH:7][N:6]=[C:5]5[NH:1][CH:2]=[CH:3][C:4]=45)=[CH:14][NH:13][N:12]=3)=[CH:16][CH:17]=2)=[O:37])[CH:34]=[CH:33][CH:32]=[CH:31][CH:30]=1. The catalyst class is: 7. (2) Reactant: Cl.Cl.[F:3][C:4]1[CH:5]=[C:6]([C:10]2([CH2:16][CH2:17][N:18]3[CH:23]4[CH2:24][CH2:25][CH:19]3[CH2:20][CH:21]([N:26]3[C:30]5[CH:31]=[CH:32][CH:33]=[CH:34][C:29]=5[N:28]=[C:27]3[CH3:35])[CH2:22]4)[CH2:15][CH2:14][NH:13][CH2:12][CH2:11]2)[CH:7]=[CH:8][CH:9]=1.[F:36][C:37]([F:47])([F:46])[C:38]1[C:42]([C:43]([OH:45])=O)=CNN=1.C(N(CC)C(C)C)(C)C.F[P-](F)(F)(F)(F)F.[N:64]1(OC(N(C)C)=[N+](C)C)[C:68]2N=CC=[CH:72][C:67]=2N=N1. Product: [F:3][C:4]1[CH:5]=[C:6]([C:10]2([CH2:16][CH2:17][N:18]3[CH:23]4[CH2:24][CH2:25][CH:19]3[CH2:20][CH:21]([N:26]3[C:30]5[CH:31]=[CH:32][CH:33]=[CH:34][C:29]=5[N:28]=[C:27]3[CH3:35])[CH2:22]4)[CH2:11][CH2:12][N:13]([C:43]([C:42]3[C:38]([C:37]([F:36])([F:46])[F:47])=[CH:72][CH:67]=[CH:68][N:64]=3)=[O:45])[CH2:14][CH2:15]2)[CH:7]=[CH:8][CH:9]=1. The catalyst class is: 9. (3) Reactant: [Br:1][C:2]1[CH:3]=[CH:4][C:5]([NH2:8])=[N:6][CH:7]=1.[N-:9]=[N+:10]=[N-:11].[Na+].[CH:13](OC)(OC)OC. Product: [Br:1][C:2]1[CH:3]=[CH:4][C:5]([N:8]2[CH:13]=[N:11][N:10]=[N:9]2)=[N:6][CH:7]=1. The catalyst class is: 52. (4) Reactant: [NH2:1][C:2]1[S:3][C:4]2[CH2:10][CH:9]([NH:11][CH2:12][CH2:13][CH3:14])[CH2:8][CH2:7][C:5]=2[N:6]=1.[ClH:15]. Product: [ClH:15].[NH2:1][C:2]1[S:3][C:4]2[CH2:10][CH:9]([NH:11][CH2:12][CH2:13][CH3:14])[CH2:8][CH2:7][C:5]=2[N:6]=1. The catalyst class is: 5. (5) Product: [CH2:1]([O:8][C:9]1[CH:10]=[CH:11][C:12]([C@@H:20]([O:55][Si:56]([C:59]([CH3:62])([CH3:61])[CH3:60])([CH3:58])[CH3:57])[CH2:21][N:22]([C:48]([O:50][C:51]([CH3:54])([CH3:53])[CH3:52])=[O:49])[CH2:23][CH2:24][CH2:25][CH2:26][C:27]([NH:29][C:30]2[CH:31]=[C:32]([C:36]([OH:47])([C:41]3[CH:42]=[CH:43][CH:44]=[CH:45][CH:46]=3)[C:37]([OH:39])=[O:38])[CH:33]=[CH:34][CH:35]=2)=[O:28])=[C:13]2[C:18]=1[NH:17][C:16](=[O:19])[CH:15]=[CH:14]2)[C:2]1[CH:7]=[CH:6][CH:5]=[CH:4][CH:3]=1. Reactant: [CH2:1]([O:8][C:9]1[CH:10]=[CH:11][C:12]([C@@H:20]([O:55][Si:56]([C:59]([CH3:62])([CH3:61])[CH3:60])([CH3:58])[CH3:57])[CH2:21][N:22]([C:48]([O:50][C:51]([CH3:54])([CH3:53])[CH3:52])=[O:49])[CH2:23][CH2:24][CH2:25][CH2:26][C:27]([NH:29][C:30]2[CH:31]=[C:32]([C:36]([OH:47])([C:41]3[CH:46]=[CH:45][CH:44]=[CH:43][CH:42]=3)[C:37]([O:39]C)=[O:38])[CH:33]=[CH:34][CH:35]=2)=[O:28])=[C:13]2[C:18]=1[NH:17][C:16](=[O:19])[CH:15]=[CH:14]2)[C:2]1[CH:7]=[CH:6][CH:5]=[CH:4][CH:3]=1.[Li+].[OH-].Cl. The catalyst class is: 3.